This data is from Catalyst prediction with 721,799 reactions and 888 catalyst types from USPTO. The task is: Predict which catalyst facilitates the given reaction. (1) Reactant: [F:1][CH:2]([F:23])[O:3][C:4]1[CH:9]=[CH:8][C:7]([C:10]2[CH:18]=[CH:17][CH:16]=[C:15]3[C:11]=2[CH2:12][CH2:13][C:14]3=[O:19])=[C:6]([OH:20])[C:5]=1[O:21][CH3:22].C(=O)([O-])[O-].[K+].[K+].[CH2:30](Br)[CH:31]([CH3:33])[CH3:32]. Product: [F:1][CH:2]([F:23])[O:3][C:4]1[CH:9]=[CH:8][C:7]([C:10]2[CH:18]=[CH:17][CH:16]=[C:15]3[C:11]=2[CH2:12][CH2:13][C:14]3=[O:19])=[C:6]([O:20][CH2:30][CH:31]([CH3:33])[CH3:32])[C:5]=1[O:21][CH3:22]. The catalyst class is: 10. (2) Reactant: [CH3:1][O:2][C:3]1[CH:4]=[C:5]2[C:10](=[CH:11][C:12]=1[O:13][CH3:14])[N:9]=[CH:8][CH:7]=[C:6]2[O:15][CH2:16][CH2:17][CH2:18][N:19]1C(=O)C2=CC=CC=C2C1=O.O.NN.C(O)C.CO. Product: [CH3:1][O:2][C:3]1[CH:4]=[C:5]2[C:10](=[CH:11][C:12]=1[O:13][CH3:14])[N:9]=[CH:8][CH:7]=[C:6]2[O:15][CH2:16][CH2:17][CH2:18][NH2:19]. The catalyst class is: 7. (3) Reactant: [Cl:1][C:2]1[N:7]=[CH:6][C:5]2[C:8]([I:11])=[N:9][NH:10][C:4]=2[CH:3]=1.FC(F)(S(O[CH:15]([CH3:14])[C:16]([F:19])([F:18])[F:17])(=O)=O)[C:14](F)(F)[C:15](F)(F)[C:16]([F:19])([F:18])[F:17].C(=O)([O-])[O-].[Cs+].[Cs+]. Product: [Cl:1][C:2]1[N:7]=[CH:6][C:5]2[C:8]([I:11])=[N:9][N:10]([CH:15]([CH3:14])[C:16]([F:19])([F:18])[F:17])[C:4]=2[CH:3]=1. The catalyst class is: 35. (4) Reactant: C([O:8][C:9]1[C:14]([CH3:15])=[CH:13][C:12]([C:16]2[NH:17][C:18](=[O:30])[C:19]3[C:20]([O:28][CH3:29])=[CH:21][C:22]([O:26]C)=[N:23][C:24]=3[CH:25]=2)=[CH:11][C:10]=1[CH3:31])C1C=CC=CC=1.B(Br)(Br)Br.[ClH:36].CCOCC. Product: [ClH:36].[OH:26][C:22]1[CH:21]=[C:20]([O:28][CH3:29])[C:19]2[C:18](=[O:30])[NH:17][C:16]([C:12]3[CH:13]=[C:14]([CH3:15])[C:9]([OH:8])=[C:10]([CH3:31])[CH:11]=3)=[CH:25][C:24]=2[N:23]=1. The catalyst class is: 4. (5) Reactant: [NH2:1][C:2]1[C:3]([Cl:12])=[C:4]([CH:9]=[CH:10][CH:11]=1)[C:5]([O:7][CH3:8])=[O:6].N1C=CC=CC=1.[CH3:19][S:20](Cl)(=[O:22])=[O:21]. Product: [Cl:12][C:3]1[C:2]([NH:1][S:20]([CH3:19])(=[O:22])=[O:21])=[CH:11][CH:10]=[CH:9][C:4]=1[C:5]([O:7][CH3:8])=[O:6]. The catalyst class is: 2. (6) Product: [C:13]([O:1][C:2]1[CH:11]=[CH:10][CH:9]=[C:8]2[C:3]=1[CH:4]=[CH:5][N:6]=[C:7]2[CH3:12])(=[O:15])[CH3:14]. Reactant: [OH:1][C:2]1[CH:11]=[CH:10][CH:9]=[C:8]2[C:3]=1[CH:4]=[CH:5][N:6]=[C:7]2[CH3:12].[C:13](OC(=O)C)(=[O:15])[CH3:14]. The catalyst class is: 17. (7) Reactant: C([Li])CCC.Br[C:7]1[CH:12]=[CH:11][C:10]([C:13]2[CH:18]=[CH:17][C:16]([Cl:19])=[CH:15][CH:14]=2)=[CH:9][C:8]=1[CH2:20][CH3:21].[B:22](OC)([O:25]C)[O:23]C.Cl. Product: [Cl:19][C:16]1[CH:17]=[CH:18][C:13]([C:10]2[CH:9]=[C:8]([CH2:20][CH3:21])[C:7]([B:22]([OH:25])[OH:23])=[CH:12][CH:11]=2)=[CH:14][CH:15]=1. The catalyst class is: 7. (8) Reactant: Cl[C:2]1[CH:7]=[CH:6][N:5]=[C:4]2[CH:8]=[C:9]([C:11]3[CH:16]=[CH:15][CH:14]=[CH:13][CH:12]=3)[O:10][C:3]=12.[NH2:17][C:18]1[CH:26]=[C:25]2[C:21]([CH:22]=[N:23][NH:24]2)=[CH:20][CH:19]=1.C1(P(C2CCCCC2)C2C=CC=CC=2C2C(C(C)C)=CC(C(C)C)=CC=2C(C)C)CCCCC1.CC(C)([O-])C.[Na+]. Product: [N:24]1[NH:23][CH:22]=[C:21]2[C:25]=1[CH:26]=[C:18]([NH:17][C:2]1[CH:7]=[CH:6][N:5]=[C:4]3[CH:8]=[C:9]([C:11]4[CH:16]=[CH:15][CH:14]=[CH:13][CH:12]=4)[O:10][C:3]=13)[CH:19]=[CH:20]2. The catalyst class is: 160.